This data is from Peptide-MHC class I binding affinity with 185,985 pairs from IEDB/IMGT. The task is: Regression. Given a peptide amino acid sequence and an MHC pseudo amino acid sequence, predict their binding affinity value. This is MHC class I binding data. The peptide sequence is TEKSNVVRG. The MHC is HLA-B40:01 with pseudo-sequence HLA-B40:01. The binding affinity (normalized) is 0.0147.